This data is from Forward reaction prediction with 1.9M reactions from USPTO patents (1976-2016). The task is: Predict the product of the given reaction. (1) Given the reactants [C:1]([O:5][C:6](=[O:28])[NH:7][CH2:8][C:9]1[CH:14]=[CH:13][C:12]([C:15]([N:17]2[CH2:23][C:22]3([CH3:25])[CH2:24][CH:18]2[CH2:19][C:20]([CH3:27])([CH3:26])[CH2:21]3)=[O:16])=[CH:11][CH:10]=1)([CH3:4])([CH3:3])[CH3:2].[H-].[Na+].Br[CH2:32][CH2:33][O:34][CH2:35][C:36]1[CH:41]=[CH:40][CH:39]=[CH:38][CH:37]=1, predict the reaction product. The product is: [C:1]([O:5][C:6](=[O:28])[N:7]([CH2:32][CH2:33][O:34][CH2:35][C:36]1[CH:41]=[CH:40][CH:39]=[CH:38][CH:37]=1)[CH2:8][C:9]1[CH:14]=[CH:13][C:12]([C:15]([N:17]2[CH2:23][C:22]3([CH3:25])[CH2:24][CH:18]2[CH2:19][C:20]([CH3:27])([CH3:26])[CH2:21]3)=[O:16])=[CH:11][CH:10]=1)([CH3:4])([CH3:2])[CH3:3]. (2) Given the reactants [H-].[Na+].C(OP([CH2:11][C:12]([O:14][C:15]([CH3:18])([CH3:17])[CH3:16])=[O:13])(OCC)=O)C.[Br:19][C:20]1[CH:27]=[CH:26][CH:25]=[CH:24][C:21]=1[CH:22]=O.O, predict the reaction product. The product is: [Br:19][C:20]1[CH:27]=[CH:26][CH:25]=[CH:24][C:21]=1/[CH:22]=[CH:11]/[C:12]([O:14][C:15]([CH3:16])([CH3:17])[CH3:18])=[O:13]. (3) The product is: [O:10]1[CH:11]=[CH:12][C:8]([NH:7][CH2:5][C@@H:17]2[O:21][C:20](=[O:22])[N:19]([C:23]3[CH:28]=[CH:27][C:26]([N:29]4[CH2:34][CH2:33][O:32][CH2:31][CH2:30]4)=[C:25]([F:35])[CH:24]=3)[CH2:18]2)=[N:9]1. Given the reactants ClC(Cl)(Cl)CO[C:5]([NH:7][C:8]1[CH:12]=[CH:11][O:10][N:9]=1)=O.OC[C@@H:17]1[O:21][C:20](=[O:22])[N:19]([C:23]2[CH:28]=[CH:27][C:26]([N:29]3[CH2:34][CH2:33][O:32][CH2:31][CH2:30]3)=[C:25]([F:35])[CH:24]=2)[CH2:18]1.C(P(CCCC)CCCC)CCC.N(C(N1CCCCC1)=O)=NC(N1CCCCC1)=O, predict the reaction product. (4) Given the reactants [C:1]1([S:7]([N:10]2[C:14]3=[N:15][CH:16]=[CH:17][CH:18]=[C:13]3[CH:12]=[C:11]2[CH:19]([OH:27])[CH2:20][CH:21]2[CH2:26][CH2:25][CH2:24][CH2:23][O:22]2)(=[O:9])=[O:8])[CH:6]=[CH:5][CH:4]=[CH:3][CH:2]=1.CC(OI1(OC(C)=O)(OC(C)=O)OC(=O)C2C=CC=CC1=2)=O, predict the reaction product. The product is: [C:1]1([S:7]([N:10]2[C:14]3=[N:15][CH:16]=[CH:17][CH:18]=[C:13]3[CH:12]=[C:11]2[C:19](=[O:27])[CH2:20][CH:21]2[CH2:26][CH2:25][CH2:24][CH2:23][O:22]2)(=[O:9])=[O:8])[CH:2]=[CH:3][CH:4]=[CH:5][CH:6]=1. (5) The product is: [CH3:29][CH:30]([CH3:34])[CH2:31][CH2:32][NH:33][CH:1]([C:4]1[CH:5]=[CH:6][C:7]([NH:10][C:11](=[O:28])[CH:12]([NH:16][C:17](=[O:27])[CH2:18][C:19]2[CH:24]=[C:23]([F:25])[CH:22]=[C:21]([F:26])[CH:20]=2)[CH2:13][CH2:14][CH3:15])=[N:8][CH:9]=1)[CH3:2]. Given the reactants [C:1]([C:4]1[CH:5]=[CH:6][C:7]([NH:10][C:11](=[O:28])[CH:12]([NH:16][C:17](=[O:27])[CH2:18][C:19]2[CH:24]=[C:23]([F:25])[CH:22]=[C:21]([F:26])[CH:20]=2)[CH2:13][CH2:14][CH3:15])=[N:8][CH:9]=1)(=O)[CH3:2].[CH3:29][CH:30]([CH3:34])[CH2:31][CH2:32][NH2:33].C(O[BH-](OC(=O)C)OC(=O)C)(=O)C.[Na+].C(O)(=O)C, predict the reaction product. (6) Given the reactants Br[CH2:2][C:3]([C:5]1[C:14]([CH3:15])=[CH:13][C:8]2[C:9](=[O:12])[O:10][CH2:11][C:7]=2[C:6]=1[CH3:16])=[O:4].[Cl-].[OH:18][C@H:19]([C:27]1[CH:36]=[CH:35][C:30]2[C:31](=[O:34])[O:32][CH2:33][C:29]=2[C:28]=1[CH3:37])[CH2:20][NH+:21]1[CH2:26][CH2:25][NH:24][CH2:23][CH2:22]1, predict the reaction product. The product is: [OH:18][C@H:19]([C:27]1[CH:36]=[CH:35][C:30]2[C:31](=[O:34])[O:32][CH2:33][C:29]=2[C:28]=1[CH3:37])[CH2:20][N:21]1[CH2:26][CH2:25][N:24]([CH2:2][C:3]([C:5]2[C:14]([CH3:15])=[CH:13][C:8]3[C:9](=[O:12])[O:10][CH2:11][C:7]=3[C:6]=2[CH3:16])=[O:4])[CH2:23][CH2:22]1.